Dataset: Peptide-MHC class I binding affinity with 185,985 pairs from IEDB/IMGT. Task: Regression. Given a peptide amino acid sequence and an MHC pseudo amino acid sequence, predict their binding affinity value. This is MHC class I binding data. (1) The peptide sequence is SPAIFQYTMR. The MHC is Mamu-B8301 with pseudo-sequence Mamu-B8301. The binding affinity (normalized) is 0.458. (2) The peptide sequence is TEMYIMYAM. The MHC is HLA-A03:01 with pseudo-sequence HLA-A03:01. The binding affinity (normalized) is 0.213. (3) The peptide sequence is VHREWFMDL. The MHC is HLA-B35:01 with pseudo-sequence HLA-B35:01. The binding affinity (normalized) is 0.0847. (4) The peptide sequence is DMRKRIEAF. The MHC is HLA-B08:01 with pseudo-sequence HLA-B08:01. The binding affinity (normalized) is 0.763. (5) The MHC is HLA-A33:01 with pseudo-sequence HLA-A33:01. The peptide sequence is MSDIFHALV. The binding affinity (normalized) is 0.147.